From a dataset of Reaction yield outcomes from USPTO patents with 853,638 reactions. Predict the reaction yield, written as a fraction of the theoretical maximum amount of product (1.0 means a 100% yield; for example, 0.34 means a 34% yield). (1) The reactants are [NH2:1][C:2]1[CH:3]=[C:4]([CH:16]=[CH:17][CH:18]=1)[O:5][C:6]1[CH:11]=[CH:10][N:9]=[C:8]2[NH:12][C:13](=[O:15])[NH:14][C:7]=12.[C:19]1([N:25]2[C:29]([C:30]([F:33])([F:32])[F:31])=[C:28]([C:34](Cl)=[O:35])[CH:27]=[N:26]2)[CH:24]=[CH:23][CH:22]=[CH:21][CH:20]=1. No catalyst specified. The product is [O:15]=[C:13]1[NH:12][C:8]2=[N:9][CH:10]=[CH:11][C:6]([O:5][C:4]3[CH:3]=[C:2]([NH:1][C:34]([C:28]4[CH:27]=[N:26][N:25]([C:19]5[CH:24]=[CH:23][CH:22]=[CH:21][CH:20]=5)[C:29]=4[C:30]([F:32])([F:33])[F:31])=[O:35])[CH:18]=[CH:17][CH:16]=3)=[C:7]2[NH:14]1. The yield is 0.280. (2) The reactants are [C:1]([O:5][C:6]([N:8]1[CH2:13][CH2:12][CH:11]([CH2:14][C:15]([OH:17])=O)[CH2:10][CH2:9]1)=[O:7])([CH3:4])([CH3:3])[CH3:2].C(Cl)(=O)C(Cl)=O.[NH2:24][C:25]1[CH:26]=[N:27][CH:28]=[C:29]([Br:31])[CH:30]=1.CCN(C(C)C)C(C)C.C([O-])(O)=O.[Na+]. The catalyst is C(Cl)Cl.CN(C1C=CN=CC=1)C.CN(C=O)C. The product is [Br:31][C:29]1[CH:30]=[C:25]([NH:24][C:15](=[O:17])[CH2:14][CH:11]2[CH2:10][CH2:9][N:8]([C:6]([O:5][C:1]([CH3:2])([CH3:3])[CH3:4])=[O:7])[CH2:13][CH2:12]2)[CH:26]=[N:27][CH:28]=1. The yield is 0.507. (3) The reactants are [CH3:1][O:2][C:3]1[C:4](=[O:18])[C:5]([C:15]([OH:17])=O)=[N:6][N:7]([C:9]2[CH:14]=[CH:13][N:12]=[CH:11][CH:10]=2)[CH:8]=1.C1C=CC2N(O)N=NC=2C=1.CCN=C=NCCCN(C)C.Cl.[CH3:41][NH:42][O:43][CH3:44]. The catalyst is CN(C=O)C. The product is [CH3:44][O:43][N:42]([CH3:41])[C:15]([C:5]1[C:4](=[O:18])[C:3]([O:2][CH3:1])=[CH:8][N:7]([C:9]2[CH:10]=[CH:11][N:12]=[CH:13][CH:14]=2)[N:6]=1)=[O:17]. The yield is 1.00. (4) The yield is 0.470. The product is [NH2:13][C:11]1[N:10]=[CH:9][N:8]=[C:7]2[N:6]([C:15]3[CH:22]=[CH:21][C:18]([CH:19]=[O:20])=[CH:17][CH:16]=3)[N:5]=[C:4]([I:3])[C:12]=12. The catalyst is CN(C=O)C. The reactants are [H-].[Na+].[I:3][C:4]1[C:12]2[C:7](=[N:8][CH:9]=[N:10][C:11]=2[NH2:13])[NH:6][N:5]=1.F[C:15]1[CH:22]=[CH:21][C:18]([CH:19]=[O:20])=[CH:17][CH:16]=1. (5) The reactants are [CH:1]1([N:4]2[C:9](=[O:10])[C:8]3[C:11](OS(C(F)(F)F)(=O)=O)=[C:12]([CH3:17])[C:13](=[O:16])[N:14]([CH3:15])[C:7]=3[N:6]([C:26]3[CH:31]=[CH:30][C:29]([I:32])=[CH:28][C:27]=3[F:33])[C:5]2=[O:34])[CH2:3][CH2:2]1.[NH2:35][C:36]1[CH:37]=[C:38]([CH:43]=[CH:44][CH:45]=1)[NH:39][C:40](=[O:42])[CH3:41].CN(C)C(=O)C.N1C(C)=CC=CC=1C. The catalyst is CO.O. The product is [CH:1]1([N:4]2[C:9](=[O:10])[C:8]3[C:11]([NH:35][C:36]4[CH:37]=[C:38]([NH:39][C:40](=[O:42])[CH3:41])[CH:43]=[CH:44][CH:45]=4)=[C:12]([CH3:17])[C:13](=[O:16])[N:14]([CH3:15])[C:7]=3[N:6]([C:26]3[CH:31]=[CH:30][C:29]([I:32])=[CH:28][C:27]=3[F:33])[C:5]2=[O:34])[CH2:3][CH2:2]1. The yield is 0.990.